This data is from Forward reaction prediction with 1.9M reactions from USPTO patents (1976-2016). The task is: Predict the product of the given reaction. (1) Given the reactants [CH3:1][O:2][C:3](=[O:15])[C:4]1[CH:13]=[C:12]([F:14])[CH:11]=[C:6]([C:7]([O:9]C)=[O:8])[CH:5]=1.[OH-].[Na+], predict the reaction product. The product is: [CH3:1][O:2][C:3](=[O:15])[C:4]1[CH:13]=[C:12]([F:14])[CH:11]=[C:6]([C:7]([OH:9])=[O:8])[CH:5]=1. (2) Given the reactants [Cl:1][C:2]1[CH:3]=[C:4]([NH:16][C:17]2[C:26]3[C:21](=[CH:22][CH:23]=[CH:24][C:25]=3[O:27][C@H:28]([CH3:32])[C:29](O)=[O:30])[N:20]=[CH:19][N:18]=2)[CH:5]=[CH:6][C:7]=1[O:8][CH2:9][C:10]1[CH:15]=[CH:14][CH:13]=[CH:12][N:11]=1.[CH:33]([N:36](CC)[CH:37](C)C)(C)C.CN(C(ON1N=NC2C=CC=NC1=2)=[N+](C)C)C.F[P-](F)(F)(F)(F)F.CNC.O1CCOCC1, predict the reaction product. The product is: [Cl:1][C:2]1[CH:3]=[C:4]([NH:16][C:17]2[C:26]3[C:21](=[CH:22][CH:23]=[CH:24][C:25]=3[O:27][C@H:28]([CH3:32])[C:29]([N:36]([CH3:37])[CH3:33])=[O:30])[N:20]=[CH:19][N:18]=2)[CH:5]=[CH:6][C:7]=1[O:8][CH2:9][C:10]1[CH:15]=[CH:14][CH:13]=[CH:12][N:11]=1. (3) Given the reactants [OH:1][C:2]1[CH:3]=[C:4]([C:10]2=[CH:11][CH:12]([OH:27])[CH2:13][CH2:14][C:15]3[C:20]([O:21][CH3:22])=[C:19]([O:23][CH3:24])[C:18]([O:25][CH3:26])=[CH:17][C:16]2=3)[CH:5]=[CH:6][C:7]=1[O:8][CH3:9].[Cr](O[Cr]([O-])(=O)=O)([O-])(=O)=O.[NH+]1C=CC=CC=1.[NH+]1C=CC=CC=1, predict the reaction product. The product is: [OH:1][C:2]1[CH:3]=[C:4]([C:10]2=[CH:11][C:12](=[O:27])[CH2:13][CH2:14][C:15]3[C:20]([O:21][CH3:22])=[C:19]([O:23][CH3:24])[C:18]([O:25][CH3:26])=[CH:17][C:16]2=3)[CH:5]=[CH:6][C:7]=1[O:8][CH3:9]. (4) Given the reactants C([O:3][C:4]([C:6]1[N:7]([CH:12]([CH3:14])[CH3:13])[N:8]=[C:9]([CH3:11])[N:10]=1)=O)C.[Br:15][CH2:16]Br.C[Li].C(O)(=O)C, predict the reaction product. The product is: [Br:15][CH2:16][C:4]([C:6]1[N:7]([CH:12]([CH3:14])[CH3:13])[N:8]=[C:9]([CH3:11])[N:10]=1)=[O:3]. (5) Given the reactants Cl.[CH2:2]1[C:11]2[C:6](=[CH:7][CH:8]=[CH:9][CH:10]=2)[CH2:5][CH2:4][N:3]1[NH2:12].Cl[C:14]([O:16][C:17]1[CH:18]=[C:19]([CH3:23])[CH:20]=[CH:21][CH:22]=1)=[O:15], predict the reaction product. The product is: [C:19]1([CH3:23])[CH:20]=[CH:21][CH:22]=[C:17]([O:16][C:14](=[O:15])[NH:12][N:3]2[CH2:4][CH2:5][C:6]3[C:11](=[CH:10][CH:9]=[CH:8][CH:7]=3)[CH2:2]2)[CH:18]=1.